Dataset: Peptide-MHC class II binding affinity with 134,281 pairs from IEDB. Task: Regression. Given a peptide amino acid sequence and an MHC pseudo amino acid sequence, predict their binding affinity value. This is MHC class II binding data. (1) The peptide sequence is MSSKFPELGMNASHC. The binding affinity (normalized) is 0.0653. The MHC is DRB1_0802 with pseudo-sequence DRB1_0802. (2) The peptide sequence is CAVVIIGVLHQNFKD. The MHC is HLA-DQA10501-DQB10402 with pseudo-sequence HLA-DQA10501-DQB10402. The binding affinity (normalized) is 0. (3) The peptide sequence is LFKTLSSISLSLINS. The MHC is DRB1_0101 with pseudo-sequence DRB1_0101. The binding affinity (normalized) is 0.540. (4) The peptide sequence is LCHLITKETPDRLTD. The MHC is DRB1_0802 with pseudo-sequence DRB1_0802. The binding affinity (normalized) is 0.227. (5) The peptide sequence is AFILDPDNLFPKV. The MHC is HLA-DQA10501-DQB10201 with pseudo-sequence HLA-DQA10501-DQB10201. The binding affinity (normalized) is 0.394. (6) The peptide sequence is TINAVASRKASNTIL. The MHC is DRB1_1101 with pseudo-sequence DRB1_1101. The binding affinity (normalized) is 0.657. (7) The peptide sequence is APIKEFKAKIVNG. The MHC is DRB1_0401 with pseudo-sequence DRB1_0401. The binding affinity (normalized) is 0. (8) The peptide sequence is VFSPGRKNGSFIIDG. The MHC is DRB1_1301 with pseudo-sequence DRB1_1301. The binding affinity (normalized) is 0.299.